From a dataset of Forward reaction prediction with 1.9M reactions from USPTO patents (1976-2016). Predict the product of the given reaction. (1) Given the reactants Br[C:2]1[CH:7]=[CH:6][C:5]([C:8]([N:10]2[CH2:15][CH2:14][N:13]([C:16]3[CH:21]=[CH:20][C:19]([CH3:22])=[CH:18][N:17]=3)[CH2:12][CH2:11]2)=[O:9])=[C:4]([F:23])[CH:3]=1.[O:24]1[CH2:28][CH:27]=[N:26][C:25]1=[O:29], predict the reaction product. The product is: [F:23][C:4]1[CH:3]=[C:2]([N:26]2[CH2:27][CH2:28][O:24][C:25]2=[O:29])[CH:7]=[CH:6][C:5]=1[C:8]([N:10]1[CH2:15][CH2:14][N:13]([C:16]2[CH:21]=[CH:20][C:19]([CH3:22])=[CH:18][N:17]=2)[CH2:12][CH2:11]1)=[O:9]. (2) Given the reactants [C@H:1]1([NH2:13])[C:11]2=[C:12]3[C:7](=[CH:8][CH:9]=[CH:10]2)[CH:6]=[CH:5][CH:4]=[C:3]3[CH2:2]1.Cl.C(=O)([O-])[O-].[K+].[K+].[C@H]1(N)C2=C3C(=CC=C2)C=CC=C3C1.[I-].C([N+]1(C)[CH2:42][CH2:41][C:40](=[O:43])[CH2:39][CH2:38]1)C, predict the reaction product. The product is: [C@H:1]1([N:13]2[CH2:42][CH2:41][C:40](=[O:43])[CH2:39][CH2:38]2)[C:11]2=[C:12]3[C:7](=[CH:8][CH:9]=[CH:10]2)[CH:6]=[CH:5][CH:4]=[C:3]3[CH2:2]1. (3) The product is: [CH:1]1([CH:7]([NH:20][C:21]2[CH:29]=[CH:28][C:24]([C:53]([N:31]([CH3:30])[CH2:32][CH2:33][C:34]([OH:36])=[O:35])=[O:52])=[CH:23][CH:22]=2)[C:8]2[CH:12]=[C:11]([C:13]3[CH:14]=[N:15][CH:16]=[CH:17][CH:18]=3)[O:10][C:9]=2[CH3:19])[CH2:2][CH2:3][CH2:4][CH2:5][CH2:6]1. Given the reactants [CH:1]1([CH:7]([NH:20][C:21]2[CH:29]=[CH:28][C:24](C(O)=O)=[CH:23][CH:22]=2)[C:8]2[CH:12]=[C:11]([C:13]3[CH:14]=[N:15][CH:16]=[CH:17][CH:18]=3)[O:10][C:9]=2[CH3:19])[CH2:6][CH2:5][CH2:4][CH2:3][CH2:2]1.[CH3:30][NH:31][CH2:32][CH2:33][C:34]([O:36]CC)=[O:35].Cl.C(N=C=NCCCN(C)C)C.O.[OH:52][C:53]1C2N=NNC=2C=CC=1, predict the reaction product. (4) Given the reactants C(=O)([O-])[O-].[Ca+2].[C:6](Cl)(Cl)=[S:7].[Cl:10][C:11]1[CH:12]=[C:13]([CH:15]=[CH:16][C:17]=1[S:18]([C:21]([F:24])([F:23])[F:22])(=[O:20])=[O:19])[NH2:14].Cl, predict the reaction product. The product is: [Cl:10][C:11]1[CH:12]=[C:13]([N:14]=[C:6]=[S:7])[CH:15]=[CH:16][C:17]=1[S:18]([C:21]([F:24])([F:22])[F:23])(=[O:19])=[O:20].